From a dataset of Full USPTO retrosynthesis dataset with 1.9M reactions from patents (1976-2016). Predict the reactants needed to synthesize the given product. (1) Given the product [CH3:1][O:2][C:3]([C:5]1[C:10]([NH2:11])=[CH:9][C:8]([C:12]([F:15])([F:13])[F:14])=[C:7]([Br:21])[N:6]=1)=[O:4], predict the reactants needed to synthesize it. The reactants are: [CH3:1][O:2][C:3]([C:5]1[C:10]([NH2:11])=[CH:9][C:8]([C:12]([F:15])([F:14])[F:13])=[CH:7][N:6]=1)=[O:4].S(=O)(=O)(O)O.[Br:21]Br.C(O)(=O)C.BrBr.CC(O)=O.C([O-])(O)=O.[Na+]. (2) Given the product [CH3:53][CH:52]([CH3:54])[CH2:51][C@H:50]([NH:55][C:15]([C:13]1[CH:12]=[CH:11][C:10]2[N:6]([CH:3]([CH2:4][CH3:5])[CH2:1][CH3:2])[C:7]([CH2:18][C:19]3[S:20][CH:21]=[CH:22][CH:23]=3)=[N:8][C:9]=2[CH:14]=1)=[O:17])[CH2:49][S:46](=[O:48])(=[O:47])[NH:45][CH3:44], predict the reactants needed to synthesize it. The reactants are: [CH2:1]([CH:3]([N:6]1[C:10]2[CH:11]=[CH:12][C:13]([C:15]([OH:17])=O)=[CH:14][C:9]=2[N:8]=[C:7]1[CH2:18][C:19]1[S:20][CH:21]=[CH:22][CH:23]=1)[CH2:4][CH3:5])[CH3:2].C1C=NC2N(O)N=NC=2C=1.CCN(C(C)C)C(C)C.Cl.[CH3:44][NH:45][S:46]([CH2:49][C@@H:50]([NH2:55])[CH2:51][CH:52]([CH3:54])[CH3:53])(=[O:48])=[O:47].Cl. (3) Given the product [Br:30][C:31]1[CH:39]=[CH:38][CH:37]=[C:36]2[C:32]=1[CH2:33][N:34]([C:18]([O:1][CH:2]1[CH2:6][N:5]([C:7]([O:9][C:10]([CH3:11])([CH3:12])[CH3:13])=[O:8])[CH:4]([C:14]([O:16][CH3:17])=[O:15])[CH2:3]1)=[O:19])[CH2:35]2, predict the reactants needed to synthesize it. The reactants are: [OH:1][C@H:2]1[CH2:6][N:5]([C:7]([O:9][C:10]([CH3:13])([CH3:12])[CH3:11])=[O:8])[C@H:4]([C:14]([O:16][CH3:17])=[O:15])[CH2:3]1.[C:18](C1NC=CN=1)(C1NC=CN=1)=[O:19].[Br:30][C:31]1[C:32]2[C:36]([CH:37]=[CH:38][CH:39]=1)=[CH:35][NH:34][CH:33]=2. (4) Given the product [N+:1]([C:4]1[CH:5]=[CH:6][C:7]2[CH2:16][CH2:15][N:18]([C:29](=[O:34])[C:30]([F:31])([F:32])[F:33])[CH2:10][CH2:9][C:8]=2[CH:14]=1)([O-:3])=[O:2], predict the reactants needed to synthesize it. The reactants are: [N+:1]([C:4]1[CH:5]=[CH:6][C:7]2NC=C[CH:10]=[CH:9][C:8]=2[CH:14]=1)([O-:3])=[O:2].[CH:15]([N:18](C(C)C)CC)(C)[CH3:16].[F:31][C:30]([F:33])([F:32])[C:29](O[C:29](=[O:34])[C:30]([F:33])([F:32])[F:31])=[O:34].O. (5) The reactants are: C(=O)([O-])[O-].Br[C:6]1[CH:15]=[CH:14][C:13]2[C:8](=[CH:9][CH:10]=[C:11]([Br:16])[CH:12]=2)[CH:7]=1.[C:17]1([C:23]2[C:37]3[C:36]4[C:38]5[C:32]([CH:33]=[CH:34][CH:35]=4)=[C:31](B(O)O)[CH:30]=[CH:29][C:28]=5[C:27]=3[C:26]([C:42]3[CH:47]=[CH:46][CH:45]=[CH:44][CH:43]=3)=[C:25]3[CH:48]=[CH:49][CH:50]=[CH:51][C:24]=23)[CH:22]=[CH:21][CH:20]=[CH:19][CH:18]=1.C1(C)C=CC=CC=1. Given the product [Br:16][C:11]1[CH:12]=[C:13]2[C:8](=[CH:9][CH:10]=1)[CH:7]=[C:6]([C:31]1[CH:30]=[CH:29][C:28]3=[C:38]4[C:32]=1[CH:33]=[CH:34][CH:35]=[C:36]4[C:37]1[C:23]([C:17]4[CH:18]=[CH:19][CH:20]=[CH:21][CH:22]=4)=[C:24]4[CH:51]=[CH:50][CH:49]=[CH:48][C:25]4=[C:26]([C:42]4[CH:47]=[CH:46][CH:45]=[CH:44][CH:43]=4)[C:27]=13)[CH:15]=[CH:14]2, predict the reactants needed to synthesize it. (6) Given the product [I-:16].[CH3:1][N+:2]([CH3:15])([CH3:14])[CH2:3][C:4]1[C:12]2[C:7](=[CH:8][CH:9]=[CH:10][C:11]=2[CH3:13])[NH:6][CH:5]=1, predict the reactants needed to synthesize it. The reactants are: [CH3:1][N:2]([CH3:14])[CH2:3][C:4]1[C:12]2[C:7](=[CH:8][CH:9]=[CH:10][C:11]=2[CH3:13])[NH:6][CH:5]=1.[CH3:15][I:16]. (7) Given the product [Br:24][C:14]1[C:15]([O:22][CH3:23])=[C:16]([C:11]([CH2:10][S:7]([C:1]2[CH:2]=[CH:3][CH:4]=[CH:5][C:6]=2[CH3:26])(=[O:9])=[O:8])=[CH:12][CH:13]=1)[C:17]([O:19][CH2:20][CH3:21])=[O:18], predict the reactants needed to synthesize it. The reactants are: [C:1]1([S:7]([CH2:10][C:11]2[C:16]([C:17]([O:19][CH2:20][CH3:21])=[O:18])=[C:15]([O:22][CH3:23])[C:14]([Br:24])=[CH:13][CH:12]=2)(=[O:9])=[O:8])[CH:6]=[CH:5][CH:4]=[CH:3][CH:2]=1.Br[C:26]1C(OC)=C(C=CC=1CSC1C=CC=CC=1C)C(OCC)=O. (8) The reactants are: [I:1][C:2]1[CH:3]=[C:4]([OH:8])[CH:5]=[CH:6][CH:7]=1.[CH3:9][C:10]1[O:14][C:13]([C:15]2[CH:20]=[CH:19][CH:18]=[CH:17][CH:16]=2)=[N:12][C:11]=1[CH2:21][CH2:22]C1C=C(C)C=CC=1S([O-])(=O)=O. Given the product [I:1][C:2]1[CH:3]=[C:4]([CH:5]=[CH:6][CH:7]=1)[O:8][CH2:22][CH2:21][C:11]1[N:12]=[C:13]([C:15]2[CH:20]=[CH:19][CH:18]=[CH:17][CH:16]=2)[O:14][C:10]=1[CH3:9], predict the reactants needed to synthesize it.